This data is from CYP1A2 inhibition data for predicting drug metabolism from PubChem BioAssay. The task is: Regression/Classification. Given a drug SMILES string, predict its absorption, distribution, metabolism, or excretion properties. Task type varies by dataset: regression for continuous measurements (e.g., permeability, clearance, half-life) or binary classification for categorical outcomes (e.g., BBB penetration, CYP inhibition). Dataset: cyp1a2_veith. (1) The drug is Cc1cccc(CNc2ncncc2-c2ccc3c(c2)OCO3)c1. The result is 1 (inhibitor). (2) The compound is COc1ccc(C2N=C(N)N=C(N)N2c2ccccc2OC)cc1OC.Cl. The result is 0 (non-inhibitor). (3) The compound is NC(=S)Nc1cc2ccccc2c2ccccc12. The result is 1 (inhibitor). (4) The compound is Cc1noc(C)c1C(=O)N1CCC[C@@]2(CCN(Cc3nccs3)C2)C1. The result is 0 (non-inhibitor). (5) The compound is CCOC(=O)CN1C(=O)C(Sc2n[nH]c(-c3ccc(C)cc3)n2)CCc2ccccc21. The result is 1 (inhibitor). (6) The compound is Cc1ccnc(NS(=O)(=O)c2ccc(NC(=O)C3CCCNC3=O)cc2)n1. The result is 0 (non-inhibitor).